Dataset: Catalyst prediction with 721,799 reactions and 888 catalyst types from USPTO. Task: Predict which catalyst facilitates the given reaction. (1) Reactant: C([N:14]1[CH2:17][CH:16]([O:18][C:19]2[CH:24]=[CH:23][CH:22]=[CH:21][CH:20]=2)[CH2:15]1)(C1C=CC=CC=1)C1C=CC=CC=1. Product: [O:18]([CH:16]1[CH2:17][NH:14][CH2:15]1)[C:19]1[CH:20]=[CH:21][CH:22]=[CH:23][CH:24]=1. The catalyst class is: 29. (2) Reactant: Cl[C:2]1[C:3]([CH:8]([C:10]2[CH:19]=[C:18]3[C:13]([CH:14]=[CH:15][C:16]([C:20]4[CH:25]=[CH:24][CH:23]=[CH:22][CH:21]=4)=[N:17]3)=[CH:12][CH:11]=2)[NH2:9])=[N:4][CH:5]=[CH:6][N:7]=1.C(Cl)CCl.C1C=CC2N([OH:39])N=NC=2C=1.CCN(C(C)C)C(C)C.C([N:59]1[CH2:64][CH2:63][CH:62]([CH2:65][C:66](O)=O)[CH2:61][CH2:60]1)(OCC1C=CC=CC=1)=O. Product: [C:20]1([C:16]2[CH:15]=[CH:14][C:13]3[C:18](=[CH:19][C:10]([C:8]4[N:9]=[C:66]([CH2:65][CH:62]5[CH2:63][CH2:64][NH:59][CH2:60][CH2:61]5)[N:4]5[CH:5]=[CH:6][N:7]=[C:2]([OH:39])[C:3]=45)=[CH:11][CH:12]=3)[N:17]=2)[CH:25]=[CH:24][CH:23]=[CH:22][CH:21]=1. The catalyst class is: 2. (3) The catalyst class is: 62. Reactant: [CH2:1]1[CH:5]2[CH2:6][NH:7][CH2:8][CH:4]2[CH2:3][N:2]1[C:9]([O:11][C:12]([CH3:15])([CH3:14])[CH3:13])=[O:10].Br[C:17]1[CH:18]=[N:19][CH:20]=[C:21]([CH:27]=1)[C:22]([O:24][CH2:25][CH3:26])=[O:23].C1(P(C2C=CC=CC=2)C2C3OC4C(=CC=CC=4P(C4C=CC=CC=4)C4C=CC=CC=4)C(C)(C)C=3C=CC=2)C=CC=CC=1.C(=O)([O-])[O-].[Cs+].[Cs+]. Product: [CH2:25]([O:24][C:22]([C:21]1[CH:27]=[C:17]([N:7]2[CH2:6][CH:5]3[CH2:1][N:2]([C:9]([O:11][C:12]([CH3:15])([CH3:14])[CH3:13])=[O:10])[CH2:3][CH:4]3[CH2:8]2)[CH:18]=[N:19][CH:20]=1)=[O:23])[CH3:26].